Dataset: Catalyst prediction with 721,799 reactions and 888 catalyst types from USPTO. Task: Predict which catalyst facilitates the given reaction. (1) Reactant: [Cl:1][C:2]1[CH:3]=[CH:4][C:5]2[N:6]([N:8]=[C:9]([N:11]([C:17]3[CH:22]=[CH:21][C:20]([S:23]([CH3:26])(=[O:25])=[O:24])=[CH:19][C:18]=3[O:27][CH3:28])[C:12](=[O:16])[O:13][CH2:14]Cl)[N:10]=2)[CH:7]=1.[C:29]([O:33][C:34]([NH:36][C@@H:37]([CH2:41][CH:42]([CH3:44])[CH3:43])[C:38]([O-:40])=[O:39])=[O:35])([CH3:32])([CH3:31])[CH3:30].[Cs+].O. Product: [C:29]([O:33][C:34]([NH:36][C@H:37]([C:38]([O:40][CH2:14][O:13][C:12](=[O:16])[N:11]([C:9]1[N:10]=[C:5]2[CH:4]=[CH:3][C:2]([Cl:1])=[CH:7][N:6]2[N:8]=1)[C:17]1[CH:22]=[CH:21][C:20]([S:23]([CH3:26])(=[O:25])=[O:24])=[CH:19][C:18]=1[O:27][CH3:28])=[O:39])[CH2:41][CH:42]([CH3:43])[CH3:44])=[O:35])([CH3:30])([CH3:32])[CH3:31]. The catalyst class is: 3. (2) Reactant: [C:1]([C:4]1[CH:9]=[CH:8][C:7]([C:10]2[CH:11]=[C:12]3[C:16](=[CH:17][CH:18]=2)[N:15]([CH2:19][C:20]2[CH:25]=[CH:24][CH:23]=[CH:22][CH:21]=2)[CH:14]=[C:13]3[C:26](=[O:32])[C:27]([O:29]CC)=[O:28])=[CH:6][CH:5]=1)(=[O:3])[CH3:2].[OH-].[K+]. Product: [C:1]([C:4]1[CH:5]=[CH:6][C:7]([C:10]2[CH:11]=[C:12]3[C:16](=[CH:17][CH:18]=2)[N:15]([CH2:19][C:20]2[CH:25]=[CH:24][CH:23]=[CH:22][CH:21]=2)[CH:14]=[C:13]3[C:26](=[O:32])[C:27]([OH:29])=[O:28])=[CH:8][CH:9]=1)(=[O:3])[CH3:2]. The catalyst class is: 20. (3) Reactant: CN1CCOCC1.CN(C(ON1N=NC2C=CC=CC1=2)=[N+](C)C)C.F[P-](F)(F)(F)(F)F.[Cl:32][C:33]1[CH:34]=[C:35]2[C:39](=[C:40]([C:42]([OH:44])=O)[CH:41]=1)[NH:38][CH:37]=[CH:36]2.[C:45]([C:49]1[CH:68]=[CH:67][C:52]([CH2:53][NH:54][CH2:55][CH2:56][C:57]2[CH:62]=[CH:61][CH:60]=[C:59]([C:63]([F:66])([F:65])[F:64])[CH:58]=2)=[C:51]([Cl:69])[CH:50]=1)([CH3:48])([CH3:47])[CH3:46]. Product: [C:45]([C:49]1[CH:68]=[CH:67][C:52]([CH2:53][N:54]([CH2:55][CH2:56][C:57]2[CH:62]=[CH:61][CH:60]=[C:59]([C:63]([F:66])([F:65])[F:64])[CH:58]=2)[C:42]([C:40]2[CH:41]=[C:33]([Cl:32])[CH:34]=[C:35]3[C:39]=2[NH:38][CH:37]=[CH:36]3)=[O:44])=[C:51]([Cl:69])[CH:50]=1)([CH3:48])([CH3:46])[CH3:47]. The catalyst class is: 18. (4) Reactant: C[O:2][C:3]1[CH:4]=[CH:5][C:6]2[O:10][C:9]([C:11]([O:13][CH2:14][CH3:15])=[O:12])=[CH:8][C:7]=2[CH:16]=1. Product: [OH:2][C:3]1[CH:4]=[CH:5][C:6]2[O:10][C:9]([C:11]([O:13][CH2:14][CH3:15])=[O:12])=[CH:8][C:7]=2[CH:16]=1. The catalyst class is: 4. (5) Reactant: [NH:1]1[CH2:4][CH2:3][CH2:2]1.B.N1C=CC=CC=1C.[O:13]1[CH2:18][CH2:17][N:16]([C:19]2[CH:20]=[C:21]([C:26]3[CH:39]=[CH:38][CH:37]=[C:36]4[C:27]=3[S:28][C:29]3[CH:30]=[CH:31][C:32]([NH:40][CH:41]([CH3:44])[CH:42]=O)=[CH:33][C:34]=3[S:35]4)[NH:22][C:23](=[O:25])[CH:24]=2)[CH2:15][CH2:14]1.C(=O)([O-])O.[Na+]. Product: [N:1]1([CH2:44][CH:41]([NH:40][C:32]2[CH:33]=[C:34]3[C:29](=[CH:30][CH:31]=2)[S:28][C:27]2[C:26]([C:21]4[NH:22][C:23](=[O:25])[CH:24]=[C:19]([N:16]5[CH2:15][CH2:14][O:13][CH2:18][CH2:17]5)[CH:20]=4)=[CH:39][CH:38]=[CH:37][C:36]=2[S:35]3)[CH3:42])[CH2:4][CH2:3][CH2:2]1. The catalyst class is: 404. (6) Reactant: [Cl:1][Si](C)(C)C.[CH3:6][N:7]([CH3:38])[C:8]1([C:31]2[CH:36]=[CH:35][C:34]([F:37])=[CH:33][CH:32]=2)[CH2:13][CH2:12][C:11](=[CH:14][C:15]([N:17]2[CH2:21][CH2:20][CH:19]([C:22]3[C:30]4[C:25](=[CH:26][CH:27]=[CH:28][CH:29]=4)[NH:24][CH:23]=3)[CH2:18]2)=[O:16])[CH2:10][CH2:9]1. Product: [ClH:1].[CH3:38][N:7]([CH3:6])[C:8]1([C:31]2[CH:32]=[CH:33][C:34]([F:37])=[CH:35][CH:36]=2)[CH2:13][CH2:12][C:11](=[CH:14][C:15]([N:17]2[CH2:21][CH2:20][CH:19]([C:22]3[C:30]4[C:25](=[CH:26][CH:27]=[CH:28][CH:29]=4)[NH:24][CH:23]=3)[CH2:18]2)=[O:16])[CH2:10][CH2:9]1. The catalyst class is: 573.